From a dataset of Full USPTO retrosynthesis dataset with 1.9M reactions from patents (1976-2016). Predict the reactants needed to synthesize the given product. (1) Given the product [Br:14][C:9]1[CH:10]=[N:11][CH:12]=[CH:13][C:8]=1[N:7]1[C:1]([CH3:2])=[N:4][N:5]=[C:6]1[SH:15], predict the reactants needed to synthesize it. The reactants are: [C:1]([NH:4][NH:5][C:6](=[S:15])[NH:7][C:8]1[CH:13]=[CH:12][N:11]=[CH:10][C:9]=1[Br:14])(=O)[CH3:2].Cl. (2) Given the product [C:1]([O:5][C:6]([N:8]1[C:16]2[C:11](=[C:12]([CH2:17][N:18]3[C:22]4[CH:23]=[CH:24][CH:25]=[CH:26][C:21]=4[N:20]([CH:27]4[CH2:28][CH2:29][N:30]([C:33]5[CH:38]=[C:37]([Cl:39])[CH:36]=[CH:35][C:34]=5[NH2:40])[CH2:31][CH2:32]4)[C:19]3=[N:43][C:44]([O:46][C:47]([CH3:50])([CH3:49])[CH3:48])=[O:45])[CH:13]=[CH:14][CH:15]=2)[CH:10]=[CH:9]1)=[O:7])([CH3:4])([CH3:3])[CH3:2], predict the reactants needed to synthesize it. The reactants are: [C:1]([O:5][C:6]([N:8]1[C:16]2[C:11](=[C:12]([CH2:17][N:18]3[C:22]4[CH:23]=[CH:24][CH:25]=[CH:26][C:21]=4[N:20]([CH:27]4[CH2:32][CH2:31][N:30]([C:33]5[CH:38]=[C:37]([Cl:39])[CH:36]=[CH:35][C:34]=5[N+:40]([O-])=O)[CH2:29][CH2:28]4)[C:19]3=[N:43][C:44]([O:46][C:47]([CH3:50])([CH3:49])[CH3:48])=[O:45])[CH:13]=[CH:14][CH:15]=2)[CH:10]=[CH:9]1)=[O:7])([CH3:4])([CH3:3])[CH3:2].O.O.[Sn](Cl)Cl.CCOC(C)=O.